Dataset: Peptide-MHC class II binding affinity with 134,281 pairs from IEDB. Task: Regression. Given a peptide amino acid sequence and an MHC pseudo amino acid sequence, predict their binding affinity value. This is MHC class II binding data. (1) The peptide sequence is RLFKAFILDGDNLFP. The MHC is DRB1_0405 with pseudo-sequence DRB1_0405. The binding affinity (normalized) is 0.697. (2) The peptide sequence is NKHNRLYMEARPLEE. The MHC is DRB3_0202 with pseudo-sequence DRB3_0202. The binding affinity (normalized) is 0.267. (3) The peptide sequence is VFGSAFQGLFGGLNW. The MHC is DRB1_0301 with pseudo-sequence DRB1_0301. The binding affinity (normalized) is 0.135. (4) The peptide sequence is VEKSQLLNEFNNLYA. The MHC is DRB1_0401 with pseudo-sequence DRB1_0401. The binding affinity (normalized) is 0.344. (5) The MHC is DRB5_0101 with pseudo-sequence DRB5_0101. The peptide sequence is ISSQYYIQQNGNLCY. The binding affinity (normalized) is 0.421. (6) The peptide sequence is DPDKDVDIMVRDGQL. The MHC is HLA-DQA10501-DQB10301 with pseudo-sequence HLA-DQA10501-DQB10301. The binding affinity (normalized) is 0.275. (7) The MHC is HLA-DPA10301-DPB10402 with pseudo-sequence HLA-DPA10301-DPB10402. The binding affinity (normalized) is 0.997. The peptide sequence is EKKYFAATQFEPLSA. (8) The peptide sequence is YDKFLANVSTDLTGK. The MHC is DRB1_1302 with pseudo-sequence DRB1_1302. The binding affinity (normalized) is 0.767. (9) The peptide sequence is LMDVVYSIALHPIDE. The MHC is H-2-IAb with pseudo-sequence H-2-IAb. The binding affinity (normalized) is 0.387. (10) The MHC is DRB1_0101 with pseudo-sequence DRB1_0101. The binding affinity (normalized) is 0.595. The peptide sequence is EFEKKWKADMSKLLN.